Dataset: Full USPTO retrosynthesis dataset with 1.9M reactions from patents (1976-2016). Task: Predict the reactants needed to synthesize the given product. (1) Given the product [CH:8]1([NH:11][CH:1]2[CH2:6][CH2:5][CH2:4][CH2:3][CH2:2]2)[CH2:10][CH2:9]1, predict the reactants needed to synthesize it. The reactants are: [C:1]1(=O)[CH2:6][CH2:5][CH2:4][CH2:3][CH2:2]1.[CH:8]1([NH2:11])[CH2:10][CH2:9]1.[BH-](OC(C)=O)(OC(C)=O)OC(C)=O.[Na+].CC(O)=O.Cl. (2) Given the product [C:19]([NH:18][C:15]1[N:16]=[CH:17][C:12]([NH:11][S:8]([C:5]2[CH:6]=[CH:7][C:2]([NH:1][C:34]([N:24]3[CH2:25][CH2:26][N:27]([C:28]4[CH:33]=[CH:32][CH:31]=[CH:30][CH:29]=4)[C:23]3=[O:22])=[O:35])=[CH:3][CH:4]=2)(=[O:9])=[O:10])=[CH:13][CH:14]=1)(=[O:21])[CH3:20], predict the reactants needed to synthesize it. The reactants are: [NH2:1][C:2]1[CH:7]=[CH:6][C:5]([S:8]([NH:11][C:12]2[CH:13]=[CH:14][C:15]([NH:18][C:19](=[O:21])[CH3:20])=[N:16][CH:17]=2)(=[O:10])=[O:9])=[CH:4][CH:3]=1.[O:22]=[C:23]1[N:27]([C:28]2[CH:33]=[CH:32][CH:31]=[CH:30][CH:29]=2)[CH2:26][CH2:25][N:24]1[C:34](Cl)=[O:35].CCN(C(C)C)C(C)C.[OH-].[NH4+]. (3) The reactants are: [Cl:1][C:2]1[CH:7]=[CH:6][C:5]([CH:8]2[N:12]([C:13]3[CH:14]=[C:15]([CH3:23])[C:16]4[O:20][N:19]=[C:18]([CH3:21])[C:17]=4[CH:22]=3)[C:11](=[O:24])[C:10](=O)[CH:9]2[C:26](=O)[CH2:27][CH3:28])=[CH:4][CH:3]=1.[NH:30]([CH2:32][CH2:33][OH:34])[NH2:31]. Given the product [Cl:1][C:2]1[CH:7]=[CH:6][C:5]([CH:8]2[C:9]3[C:10](=[N:31][N:30]([CH2:32][CH2:33][OH:34])[C:26]=3[CH2:27][CH3:28])[C:11](=[O:24])[N:12]2[C:13]2[CH:14]=[C:15]([CH3:23])[C:16]3[O:20][N:19]=[C:18]([CH3:21])[C:17]=3[CH:22]=2)=[CH:4][CH:3]=1, predict the reactants needed to synthesize it. (4) Given the product [C:33]1([S:30]([NH:29][C@@H:7]([CH2:8][NH:9][C:10](=[O:28])[C:11]2[CH:16]=[CH:15][C:14]([CH2:17][CH2:18][C:19](=[O:27])[NH:20][C:21]3[NH:26][CH2:25][CH2:24][CH2:23][N:22]=3)=[CH:13][CH:12]=2)[C:6]([OH:43])=[O:5])(=[O:32])=[O:31])[C:42]2[C:37](=[CH:38][CH:39]=[CH:40][CH:41]=2)[CH:36]=[CH:35][CH:34]=1, predict the reactants needed to synthesize it. The reactants are: C([O:5][C:6](=[O:43])[C@@H:7]([NH:29][S:30]([C:33]1[C:42]2[C:37](=[CH:38][CH:39]=[CH:40][CH:41]=2)[CH:36]=[CH:35][CH:34]=1)(=[O:32])=[O:31])[CH2:8][NH:9][C:10](=[O:28])[C:11]1[CH:16]=[CH:15][C:14]([CH2:17][CH2:18][C:19](=[O:27])[NH:20][C:21]2[NH:22][CH2:23][CH2:24][CH2:25][N:26]=2)=[CH:13][CH:12]=1)(C)(C)C.FC(F)(F)C(O)=O. (5) The reactants are: [OH:1][CH2:2][CH2:3][CH2:4][N:5]1[CH2:10][CH2:9][NH:8][CH2:7][C:6]1=[O:11].[CH2:12]=O. Given the product [OH:1][CH2:2][CH2:3][CH2:4][N:5]1[CH2:10][CH2:9][N:8]([CH3:12])[CH2:7][C:6]1=[O:11], predict the reactants needed to synthesize it.